This data is from Forward reaction prediction with 1.9M reactions from USPTO patents (1976-2016). The task is: Predict the product of the given reaction. (1) The product is: [NH2:17][C:9]1[C:8]2[N:18]=[C:5]([CH2:4][OH:3])[N:6]([CH2:19][CH:20]([CH3:22])[CH3:21])[C:7]=2[C:16]2[N:15]=[CH:14][CH:13]=[CH:12][C:11]=2[N:10]=1. Given the reactants C([O:3][CH2:4][C:5]1[N:6]([CH2:19][CH:20]([CH3:22])[CH3:21])[C:7]2[C:16]3[N:15]=[CH:14][CH:13]=[CH:12][C:11]=3[N:10]=[C:9]([NH2:17])[C:8]=2[N:18]=1)C.CC(C)CN.NCC(C)(O)C.B(Br)(Br)Br, predict the reaction product. (2) Given the reactants [F:1][C:2]([F:30])([F:29])[O:3][C:4]1[CH:9]=[CH:8][C:7]([S:10]([CH:13]([O:21][N:22]=[C:23]2[CH2:28][CH2:27][NH:26][CH2:25][CH2:24]2)[C:14]2[NH:19][C:18](=[O:20])[CH:17]=[CH:16][CH:15]=2)(=[O:12])=[O:11])=[CH:6][CH:5]=1.[C:31]([O-])([O-])=O.[K+].[K+].IC, predict the reaction product. The product is: [CH3:31][N:19]1[C:14]([CH:13]([O:21][N:22]=[C:23]2[CH2:28][CH2:27][NH:26][CH2:25][CH2:24]2)[S:10]([C:7]2[CH:8]=[CH:9][C:4]([O:3][C:2]([F:1])([F:29])[F:30])=[CH:5][CH:6]=2)(=[O:11])=[O:12])=[CH:15][CH:16]=[CH:17][C:18]1=[O:20]. (3) The product is: [CH2:5]([O:7][C:8]([C:10]1[S:35][C:13]2[N:14]=[C:15]([NH2:34])[N:16]=[C:17]([C:18]3[CH:23]=[C:22]([OH:24])[C:21]([Cl:32])=[CH:20][C:19]=3[Cl:33])[C:12]=2[CH:11]=1)=[O:9])[CH3:6]. Given the reactants B(Cl)(Cl)Cl.[CH2:5]([O:7][C:8]([C:10]1[S:35][C:13]2[N:14]=[C:15]([NH2:34])[N:16]=[C:17]([C:18]3[CH:23]=[C:22]([O:24]CC4C=CC=CC=4)[C:21]([Cl:32])=[CH:20][C:19]=3[Cl:33])[C:12]=2[CH:11]=1)=[O:9])[CH3:6].C(=O)=O.CC(C)=O.CO, predict the reaction product. (4) Given the reactants Cl[C:2]1[C:11]2[C:6](=[CH:7][C:8]([C:12]3[C:13]([CH3:18])=[N:14][O:15][C:16]=3[CH3:17])=[CH:9][CH:10]=2)[N:5]=[CH:4][C:3]=1[N+:19]([O-:21])=[O:20].[C:22]([C:26]1[CH:32]=[CH:31][CH:30]=[CH:29][C:27]=1[NH2:28])([CH3:25])([CH3:24])[CH3:23], predict the reaction product. The product is: [C:22]([C:26]1[CH:32]=[CH:31][CH:30]=[CH:29][C:27]=1[NH:28][C:2]1[C:11]2[C:6](=[CH:7][C:8]([C:12]3[C:13]([CH3:18])=[N:14][O:15][C:16]=3[CH3:17])=[CH:9][CH:10]=2)[N:5]=[CH:4][C:3]=1[N+:19]([O-:21])=[O:20])([CH3:25])([CH3:23])[CH3:24]. (5) The product is: [CH2:1]([C:3]([O:10][CH2:15][C:14]#[CH:13])([CH2:8][CH3:9])[C:4]([O:6][CH3:7])=[O:5])[CH3:2]. Given the reactants [CH2:1]([C:3]([OH:10])([CH2:8][CH3:9])[C:4]([O:6][CH3:7])=[O:5])[CH3:2].[H-].[Na+].[CH2:13](Br)[C:14]#[CH:15].O, predict the reaction product. (6) Given the reactants [CH2:1]([N:8]1[CH2:14][CH:13]2[C:15](=O)[CH:10]([CH2:11][CH2:12]2)[CH2:9]1)[C:2]1[CH:7]=[CH:6][CH:5]=[CH:4][CH:3]=1.[BH3-]C#[N:19].[Na+].CCN(CC)CC.[CH3:28][C:29]([O:32][C:33]([O:35]C(OC(C)(C)C)=O)=O)([CH3:31])[CH3:30], predict the reaction product. The product is: [C:29]([O:32][C:33](=[O:35])[NH:19][CH:15]1[CH:13]2[CH2:12][CH2:11][CH:10]1[CH2:9][N:8]([CH2:1][C:2]1[CH:7]=[CH:6][CH:5]=[CH:4][CH:3]=1)[CH2:14]2)([CH3:31])([CH3:30])[CH3:28]. (7) Given the reactants Br[CH2:2][C:3]([C:5]1[CH:10]=[CH:9][C:8]([Br:11])=[C:7]([O:12][CH:13]([F:15])[F:14])[CH:6]=1)=[O:4].[C:16]([N:23]1[CH2:30][CH2:29][CH2:28][C@H:24]1[C:25]([OH:27])=[O:26])([O:18][C:19]([CH3:22])([CH3:21])[CH3:20])=[O:17].C(N(CC)CC)C, predict the reaction product. The product is: [N:23]1([C:16]([O:18][C:19]([CH3:22])([CH3:21])[CH3:20])=[O:17])[CH2:30][CH2:29][CH2:28][C@H:24]1[C:25]([O:27][CH2:2][C:3]([C:5]1[CH:10]=[CH:9][C:8]([Br:11])=[C:7]([O:12][CH:13]([F:15])[F:14])[CH:6]=1)=[O:4])=[O:26].